From a dataset of Reaction yield outcomes from USPTO patents with 853,638 reactions. Predict the reaction yield, written as a fraction of the theoretical maximum amount of product (1.0 means a 100% yield; for example, 0.34 means a 34% yield). (1) The reactants are Br[C:2]1[CH:3]=[C:4]([C:8]2[N:9]=[C:10]([CH:20]([CH3:22])[CH3:21])[NH:11][C:12]=2[C:13]2[CH:18]=[CH:17][CH:16]=[C:15]([CH3:19])[N:14]=2)[CH:5]=[CH:6][CH:7]=1.[F:23][C:24]1[CH:25]=[C:26](B(O)O)[CH:27]=[CH:28][CH:29]=1. No catalyst specified. The product is [F:23][C:24]1[CH:29]=[C:28]([C:2]2[CH:7]=[CH:6][CH:5]=[C:4]([C:8]3[N:9]=[C:10]([CH:20]([CH3:22])[CH3:21])[NH:11][C:12]=3[C:13]3[CH:18]=[CH:17][CH:16]=[C:15]([CH3:19])[N:14]=3)[CH:3]=2)[CH:27]=[CH:26][CH:25]=1. The yield is 0.680. (2) The reactants are [CH:1]([N:4]1[C:8]([C:9]2[N:18]=[C:17]3[N:11]([CH2:12][CH2:13][O:14][C:15]4[CH:22]=[C:21](O)[N:20]=[CH:19][C:16]=43)[CH:10]=2)=[N:7][CH:6]=[N:5]1)([CH3:3])[CH3:2].[H-].[Na+].[CH:26]12[NH:33][CH:30]([CH2:31][CH2:32]1)[CH2:29][NH:28][C:27]2=[O:34].C(N(CC)CC)C. The catalyst is CN1C(=O)CCC1. The product is [CH:1]([N:4]1[C:8]([C:9]2[N:18]=[C:17]3[C:16]4[CH:19]=[N:20][C:21]([N:33]5[CH:30]6[CH2:31][CH2:32][CH:26]5[C:27](=[O:34])[NH:28][CH2:29]6)=[CH:22][C:15]=4[O:14][CH2:13][CH2:12][N:11]3[CH:10]=2)=[N:7][CH:6]=[N:5]1)([CH3:2])[CH3:3]. The yield is 0.290. (3) The reactants are [F:1][C:2]1[CH:3]=[C:4]([CH:46]=[C:47]([F:49])[CH:48]=1)[CH2:5][C@H:6]1[C@@H:10]([C@H:11]2[CH2:20][C:19]3[C:14](=[C:15]([O:21][Si](C(C)C)(C(C)C)C(C)C)[CH:16]=[CH:17][CH:18]=3)[CH2:13][N:12]2[CH:32]([C:39]2[CH:44]=[CH:43][CH:42]=[CH:41][CH:40]=2)[C:33]2[CH:38]=[CH:37][CH:36]=[CH:35][CH:34]=2)[O:9][C:8](=[O:45])[NH:7]1.[F-].C([N+](CCCC)(CCCC)CCCC)CCC. The catalyst is C1COCC1. The product is [F:49][C:47]1[CH:46]=[C:4]([CH:3]=[C:2]([F:1])[CH:48]=1)[CH2:5][C@H:6]1[C@@H:10]([C@H:11]2[CH2:20][C:19]3[C:14](=[C:15]([OH:21])[CH:16]=[CH:17][CH:18]=3)[CH2:13][N:12]2[CH:32]([C:39]2[CH:40]=[CH:41][CH:42]=[CH:43][CH:44]=2)[C:33]2[CH:38]=[CH:37][CH:36]=[CH:35][CH:34]=2)[O:9][C:8](=[O:45])[NH:7]1. The yield is 0.600. (4) The reactants are [CH:1]1(/[CH:6]=[CH:7]/[CH:8]=[O:9])[CH2:5][CH2:4][CH2:3][CH2:2]1.FC(F)(F)C1C=C(C(C2C=C(C(F)(F)F)C=C(C(F)(F)F)C=2)(O[Si](C(C)(C)C)(C)C)[C@H]2CCCN2)C=C(C(F)(F)F)C=1.[N+](C1C=CC(C(O)=O)=CC=1)([O-])=O.C1(C)C=CC=CC=1.[Br:71][C:72]1[CH:73]=[N:74][NH:75][CH:76]=1. No catalyst specified. The product is [Br:71][C:72]1[CH:73]=[N:74][N:75]([C@@H:6]([CH:1]2[CH2:5][CH2:4][CH2:3][CH2:2]2)[CH2:7][CH:8]=[O:9])[CH:76]=1. The yield is 0.850. (5) The reactants are [CH3:1][NH:2][NH2:3].[F:4][C:5]([F:12])([F:11])[C:6](=O)[CH2:7][C:8]#[N:9].Cl. The catalyst is CCO. The product is [CH3:1][N:2]1[C:8]([NH2:9])=[CH:7][C:6]([C:5]([F:12])([F:11])[F:4])=[N:3]1. The yield is 0.210. (6) The reactants are Br[C:2]1[CH:3]=[N:4][CH:5]=[C:6]([O:8][CH2:9][C:10]([F:13])([F:12])[F:11])[CH:7]=1.[CH2:14]([O:16][C:17]([O:23][CH2:24][CH3:25])([O:20][CH2:21][CH3:22])[C:18]#[CH:19])[CH3:15]. No catalyst specified. The product is [CH2:24]([O:23][C:17]([O:16][CH2:14][CH3:15])([O:20][CH2:21][CH3:22])[C:18]#[C:19][C:2]1[CH:3]=[N:4][CH:5]=[C:6]([O:8][CH2:9][C:10]([F:13])([F:12])[F:11])[CH:7]=1)[CH3:25]. The yield is 0.460. (7) The reactants are Br[C:2]1[CH:7]=[CH:6][CH:5]=[CH:4][C:3]=1[CH2:8][C:9]([CH:11]1[CH2:16][CH2:15][N:14]([CH2:17][C:18]2[C:23]([O:24][C:25]([CH3:28])([CH3:27])[CH3:26])=[N:22][CH:21]=[CH:20][N:19]=2)[CH2:13][CH2:12]1)=[O:10].[OH-].[Na+].C(OCC)(=O)C.[CH3:37][N:38](C)C=O. The catalyst is [C-]#N.[Zn+2].[C-]#N. The product is [C:25]([O:24][C:23]1[C:18]([CH2:17][N:14]2[CH2:15][CH2:16][CH:11]([C:9](=[O:10])[CH2:8][C:3]3[CH:4]=[CH:5][CH:6]=[CH:7][C:2]=3[C:37]#[N:38])[CH2:12][CH2:13]2)=[N:19][CH:20]=[CH:21][N:22]=1)([CH3:28])([CH3:27])[CH3:26]. The yield is 0.340. (8) The catalyst is CO.[Pd]. The reactants are C([O:8][C:9]1[C:10](=[O:28])[N:11]([CH3:27])[CH:12]=[C:13]([C:15]2[CH:16]=[C:17]([C:21]3[CH:26]=[CH:25][CH:24]=[CH:23][CH:22]=3)[CH:18]=[CH:19][CH:20]=2)[CH:14]=1)C1C=CC=CC=1. The product is [C:17]1([C:21]2[CH:26]=[CH:25][CH:24]=[CH:23][CH:22]=2)[CH:18]=[CH:19][CH:20]=[C:15]([C:13]2[CH:14]=[C:9]([OH:8])[C:10](=[O:28])[N:11]([CH3:27])[CH:12]=2)[CH:16]=1. The yield is 0.100. (9) The reactants are P(Br)(Br)[Br:2].[C:5]([N:12]1[C:20]2[C:15](=[C:16]([CH2:21]O)[CH:17]=[CH:18][CH:19]=2)[CH:14]=[CH:13]1)([O:7][C:8]([CH3:11])([CH3:10])[CH3:9])=[O:6].C([O-])(O)=O.[Na+]. The catalyst is CCOCC.C(Cl)Cl. The product is [Br:2][CH2:21][C:16]1[CH:17]=[CH:18][CH:19]=[C:20]2[C:15]=1[CH:14]=[CH:13][N:12]2[C:5]([O:7][C:8]([CH3:11])([CH3:10])[CH3:9])=[O:6]. The yield is 0.840.